From a dataset of Forward reaction prediction with 1.9M reactions from USPTO patents (1976-2016). Predict the product of the given reaction. (1) Given the reactants [F:1][C:2]([F:42])([F:41])[C:3]1[CH:4]=[C:5]([CH:34]=[C:35]([C:37]([F:40])([F:39])[F:38])[CH:36]=1)[CH2:6][N:7]([CH2:14][C:15]1[CH:20]=[C:19]([C:21]([F:24])([F:23])[F:22])[CH:18]=[CH:17][C:16]=1[C:25](=O)[C:26]([CH2:31][CH3:32])=[CH:27]N(C)C)[C:8]1[N:9]=[N:10][N:11]([CH3:13])[N:12]=1.[OH:43][CH2:44][CH2:45][NH:46][NH2:47], predict the reaction product. The product is: [F:40][C:37]([F:38])([F:39])[C:35]1[CH:34]=[C:5]([CH:4]=[C:3]([C:2]([F:1])([F:41])[F:42])[CH:36]=1)[CH2:6][N:7]([CH2:14][C:15]1[CH:20]=[C:19]([C:21]([F:24])([F:23])[F:22])[CH:18]=[CH:17][C:16]=1[C:25]1[C:26]([CH2:31][CH3:32])=[CH:27][N:46]([CH2:45][CH2:44][OH:43])[N:47]=1)[C:8]1[N:9]=[N:10][N:11]([CH3:13])[N:12]=1. (2) Given the reactants [F:1][C:2]1[CH:7]=[CH:6][C:5]([C:8]([F:11])([F:10])[F:9])=[CH:4][C:3]=1[N:12]=[C:13]=[O:14].[I:15][C:16]1[CH:22]=[CH:21][C:19]([NH2:20])=[CH:18][CH:17]=1, predict the reaction product. The product is: [F:1][C:2]1[CH:7]=[CH:6][C:5]([C:8]([F:11])([F:10])[F:9])=[CH:4][C:3]=1[NH:12][C:13]([NH:20][C:19]1[CH:21]=[CH:22][C:16]([I:15])=[CH:17][CH:18]=1)=[O:14]. (3) Given the reactants [Cl:1][C:2]1[CH:3]=[C:4]([CH:9](O)[C:10]2[CH:18]=[CH:17][C:13]([C:14]([NH2:16])=[O:15])=[CH:12][C:11]=2[O:19][CH3:20])[CH:5]=[CH:6][C:7]=1[Cl:8].C(O)(C(F)(F)F)=O.C([SiH](CC)CC)C, predict the reaction product. The product is: [Cl:1][C:2]1[CH:3]=[C:4]([CH:5]=[CH:6][C:7]=1[Cl:8])[CH2:9][C:10]1[CH:18]=[CH:17][C:13]([C:14]([NH2:16])=[O:15])=[CH:12][C:11]=1[O:19][CH3:20]. (4) Given the reactants C[C:2]1([CH3:42])[C:28]2[C:23](=[C:24](P(C3C=CC=CC=3)C3C=CC=CC=3)[CH:25]=[CH:26][CH:27]=2)OC2C(P(C3C=CC=CC=3)C3C=CC=CC=3)=CC=C[C:3]1=2.[CH3:43][C:44]1([CH3:60])[C:48]([CH3:50])([CH3:49])[O:47][B:46]([B:46]2[O:47][C:48]([CH3:50])([CH3:49])[C:44]([CH3:60])([CH3:43])[O:45]2)[O:45]1.[CH3:61][C:62](C)([O-])C.[Na+].C(C1C=CC(C#C)=CC=1)C.IC, predict the reaction product. The product is: [CH2:61]([C:25]1[CH:26]=[CH:27][C:28](/[C:2](/[CH3:42])=[CH:3]/[B:46]2[O:47][C:48]([CH3:50])([CH3:49])[C:44]([CH3:60])([CH3:43])[O:45]2)=[CH:23][CH:24]=1)[CH3:62]. (5) The product is: [Si:1]([O:8][CH2:9][C:10]1[C:11]([C:16]2[CH:17]=[CH:18][N:19]([CH2:28][CH2:29][C:30]([O:32][CH3:33])=[O:31])[N:20]=2)=[N:12][CH:13]=[CH:14][CH:15]=1)([C:4]([CH3:7])([CH3:6])[CH3:5])([CH3:2])[CH3:3]. Given the reactants [Si:1]([O:8][CH2:9][C:10]1[C:11]([C:16]2[NH:20][N:19]=[CH:18][CH:17]=2)=[N:12][CH:13]=[CH:14][CH:15]=1)([C:4]([CH3:7])([CH3:6])[CH3:5])([CH3:3])[CH3:2].C([O-])([O-])=O.[Cs+].[Cs+].Br[CH2:28][CH2:29][C:30]([O:32][CH3:33])=[O:31], predict the reaction product. (6) Given the reactants [NH2:1][C:2]1[C:3]2[C:10]([C:11]3[CH:16]=[CH:15][CH:14]=[C:13]([O:17][CH2:18][CH:19]4[CH2:23][CH2:22][CH2:21][O:20]4)[CH:12]=3)=[CH:9][N:8]([C@@H:24]3[CH2:27][C@H:26]([CH2:28]O)[CH2:25]3)[C:4]=2[N:5]=[CH:6][N:7]=1.[NH:30]1[CH2:37][CH2:36][CH2:35][C@H:31]1[C:32]([NH2:34])=[O:33], predict the reaction product. The product is: [NH2:1][C:2]1[C:3]2[C:10]([C:11]3[CH:16]=[CH:15][CH:14]=[C:13]([O:17][CH2:18][CH:19]4[CH2:23][CH2:22][CH2:21][O:20]4)[CH:12]=3)=[CH:9][N:8]([C@@H:24]3[CH2:27][C@H:26]([CH2:28][N:30]4[CH2:37][CH2:36][CH2:35][C@H:31]4[C:32]([NH2:34])=[O:33])[CH2:25]3)[C:4]=2[N:5]=[CH:6][N:7]=1. (7) Given the reactants Cl.Cl[CH2:3][CH2:4][N:5]1[CH:10]([CH3:11])[CH2:9][CH2:8][CH2:7][C:6]1([CH3:13])[CH3:12].[Br:14][C:15]1[CH:20]=[CH:19][CH:18]=[CH:17][C:16]=1[OH:21], predict the reaction product. The product is: [Br:14][C:15]1[CH:20]=[CH:19][CH:18]=[CH:17][C:16]=1[O:21][CH2:3][CH2:4][N:5]1[CH:10]([CH3:11])[CH2:9][CH2:8][CH2:7][C:6]1([CH3:13])[CH3:12]. (8) Given the reactants I.[Cl:2][C:3]1[CH:12]=[CH:11][C:10]([Cl:13])=[C:9]2[C:4]=1[CH:5]([CH3:16])[NH:6][C:7](SC)=[N:8]2.[O:17]([CH2:24][CH2:25][NH2:26])[C:18]1[CH:23]=[CH:22][CH:21]=[CH:20][CH:19]=1.[OH-].[Na+], predict the reaction product. The product is: [Cl:2][C:3]1[CH:12]=[CH:11][C:10]([Cl:13])=[C:9]2[C:4]=1[CH:5]([CH3:16])[NH:6][C:7]([NH:26][CH2:25][CH2:24][O:17][C:18]1[CH:23]=[CH:22][CH:21]=[CH:20][CH:19]=1)=[N:8]2. (9) Given the reactants Br[C:2]1[CH:7]=[C:6]([F:8])[C:5]([Br:9])=[CH:4][C:3]=1[F:10].[Cl:11][C:12]1[N:17]=[CH:16][C:15]([C:18](N(C)OC)=[O:19])=[CH:14][CH:13]=1.[Cl-].[NH4+], predict the reaction product. The product is: [Br:9][C:5]1[C:6]([F:8])=[CH:7][C:2]([C:18]([C:15]2[CH:16]=[N:17][C:12]([Cl:11])=[CH:13][CH:14]=2)=[O:19])=[C:3]([F:10])[CH:4]=1.